From a dataset of Forward reaction prediction with 1.9M reactions from USPTO patents (1976-2016). Predict the product of the given reaction. (1) The product is: [N:42]1([C:21]([C:16]2[CH:15]=[CH:14][C:13]3[C:18](=[CH:19][CH:20]=[C:11]([O:10][CH:7]4[CH2:8][CH2:9][N:4]([CH:1]([CH3:3])[CH3:2])[CH2:5][CH2:6]4)[CH:12]=3)[N:17]=2)=[O:23])[CH2:41][CH:39]=[CH:44][CH2:43]1. Given the reactants [CH:1]([N:4]1[CH2:9][CH2:8][CH:7]([O:10][C:11]2[CH:12]=[C:13]3[C:18](=[CH:19][CH:20]=2)[N:17]=[C:16]([C:21]([OH:23])=O)[CH:15]=[CH:14]3)[CH2:6][CH2:5]1)([CH3:3])[CH3:2].Cl.C(N1C=CN=C1)(N1C=CN=C1)=O.CO[CH:39]1[CH2:44][CH2:43][NH:42][CH2:41]C1, predict the reaction product. (2) Given the reactants N1C=CC=CC=1.[F:7][C:8]([F:21])([F:20])[S:9]([O:12]S(C(F)(F)F)(=O)=O)(=[O:11])=[O:10].O[C:23]1[CH:32]=[CH:31][C:30]([CH3:33])=[C:29]2[C:24]=1[CH2:25][CH2:26][C:27](=[O:34])[NH:28]2, predict the reaction product. The product is: [CH3:33][C:30]1[CH:31]=[CH:32][C:23]([O:12][S:9]([C:8]([F:21])([F:20])[F:7])(=[O:11])=[O:10])=[C:24]2[C:29]=1[NH:28][C:27](=[O:34])[CH2:26][CH2:25]2. (3) The product is: [C:19]([C:16]1[CH:17]=[CH:18][C:13]([CH2:12][NH:11][C:9](=[O:10])[CH:8]([C:5]2[CH:6]=[CH:7][C:2]([C:30]3[CH:29]=[CH:28][CH:27]=[C:26]([O:25][CH3:24])[CH:31]=3)=[CH:3][C:4]=2[F:23])[O:21][CH3:22])=[CH:14][CH:15]=1)#[N:20]. Given the reactants Br[C:2]1[CH:7]=[CH:6][C:5]([CH:8]([O:21][CH3:22])[C:9]([NH:11][CH2:12][C:13]2[CH:18]=[CH:17][C:16]([C:19]#[N:20])=[CH:15][CH:14]=2)=[O:10])=[C:4]([F:23])[CH:3]=1.[CH3:24][O:25][C:26]1[CH:27]=[C:28](B(O)O)[CH:29]=[CH:30][CH:31]=1, predict the reaction product. (4) Given the reactants [O:1]([C:9]1[CH:14]=[CH:13][C:12]([OH:15])=[CH:11][CH:10]=1)[Si:2]([C:5]([CH3:8])([CH3:7])[CH3:6])([CH3:4])[CH3:3].[F:16][C:17]1[CH:18]=[CH:19][C:20]([N:23]2[CH2:28][CH2:27][N:26]3[N:29]=[C:30]([CH2:32]O)[CH:31]=[C:25]3[C:24]2=[O:34])=[N:21][CH:22]=1.FC1C=CC(N2CCN3N=C(COC4C=CC(C)=CC=4)C=C3C2=O)=CC=1, predict the reaction product. The product is: [C:5]([Si:2]([CH3:4])([CH3:3])[O:1][C:9]1[CH:14]=[CH:13][C:12]([O:15][CH2:32][C:30]2[CH:31]=[C:25]3[C:24](=[O:34])[N:23]([C:20]4[CH:19]=[CH:18][C:17]([F:16])=[CH:22][N:21]=4)[CH2:28][CH2:27][N:26]3[N:29]=2)=[CH:11][CH:10]=1)([CH3:8])([CH3:7])[CH3:6]. (5) Given the reactants [OH:1][C:2]1[C:7]([C:8]2[CH:13]=[CH:12][C:11]([C:14]([F:17])([F:16])[F:15])=[CH:10][C:9]=2[CH2:18][N:19]2[C@@H:23]([CH3:24])[C@@H:22]([C:25]3[CH:30]=[CH:29][CH:28]=[CH:27][CH:26]=3)[O:21][C:20]2=[O:31])=[CH:6][C:5]([CH2:32][C:33]([OH:35])=[O:34])=[CH:4][CH:3]=1.C(=O)([O-])[O-].[Cs+].[Cs+].I[CH2:43][CH3:44].[CH3:45][C:46]#N, predict the reaction product. The product is: [CH2:45]([O:34][C:33](=[O:35])[CH2:32][C:5]1[CH:6]=[C:7]([C:8]2[CH:13]=[CH:12][C:11]([C:14]([F:15])([F:16])[F:17])=[CH:10][C:9]=2[CH2:18][N:19]2[C@@H:23]([CH3:24])[C@@H:22]([C:25]3[CH:30]=[CH:29][CH:28]=[CH:27][CH:26]=3)[O:21][C:20]2=[O:31])[C:2]([O:1][CH2:43][CH3:44])=[CH:3][CH:4]=1)[CH3:46]. (6) Given the reactants [C:1]([O:5][C:6]([N:8]1[CH2:13][CH2:12][CH:11]([O:14][C:15]2[CH:25]=[CH:24][C:18]([C:19]([O:21]CC)=[O:20])=[CH:17][CH:16]=2)[CH2:10][CH2:9]1)=[O:7])([CH3:4])([CH3:3])[CH3:2].[OH-].[Na+], predict the reaction product. The product is: [C:1]([O:5][C:6]([N:8]1[CH2:13][CH2:12][CH:11]([O:14][C:15]2[CH:16]=[CH:17][C:18]([C:19]([OH:21])=[O:20])=[CH:24][CH:25]=2)[CH2:10][CH2:9]1)=[O:7])([CH3:4])([CH3:2])[CH3:3]. (7) Given the reactants BrC1C=CC([C@@H]([N:10]2[CH2:15][CH2:14][C@@:13]([C:20]3[CH:25]=[CH:24][C:23]([F:26])=[CH:22][CH:21]=3)([CH2:16][C:17](=[O:19])[CH3:18])[O:12][C:11]2=[O:27])C)=CC=1.[CH3:28][Mg]Br, predict the reaction product. The product is: [F:26][C:23]1[CH:22]=[CH:21][C:20]([C:13]2([CH2:16][C:17]([OH:19])([CH3:18])[CH3:28])[O:12][C:11](=[O:27])[NH:10][CH2:15][CH2:14]2)=[CH:25][CH:24]=1. (8) Given the reactants C(Cl)CCl.Cl.[O:6]=[C:7]1[NH:16][C:15]2[N:14]=[CH:13][C:12]([CH:17]=[CH:18][C:19]([OH:21])=O)=[CH:11][C:10]=2[CH2:9][CH2:8]1.[CH3:22][NH:23][CH2:24][C:25]1[NH:26][C:27]2[C:32]([C:33]=1[C:34]#[N:35])=[CH:31][CH:30]=[CH:29][CH:28]=2.C1C=CC2N(O)N=NC=2C=1.CCN(C(C)C)C(C)C, predict the reaction product. The product is: [C:34]([C:33]1[C:32]2[C:27](=[CH:28][CH:29]=[CH:30][CH:31]=2)[NH:26][C:25]=1[CH2:24][N:23]([CH3:22])[C:19](=[O:21])/[CH:18]=[CH:17]/[C:12]1[CH:13]=[N:14][C:15]2[NH:16][C:7](=[O:6])[CH2:8][CH2:9][C:10]=2[CH:11]=1)#[N:35]. (9) Given the reactants [CH:1]1([CH:4]([C:11]2[CH:16]=[CH:15][N:14]=[C:13]([O:17][CH2:18][C:19]3[CH:24]=[CH:23][C:22]([C:25]4[CH:30]=[C:29]([O:31][CH3:32])[CH:28]=[CH:27][C:26]=4[F:33])=[C:21]([CH2:34][C:35]([CH3:38])([CH3:37])[CH3:36])[N:20]=3)[CH:12]=2)[CH2:5][C:6]([O:8]CC)=[O:7])[CH2:3][CH2:2]1.[OH-].[Na+].Cl, predict the reaction product. The product is: [CH:1]1([CH:4]([C:11]2[CH:16]=[CH:15][N:14]=[C:13]([O:17][CH2:18][C:19]3[CH:24]=[CH:23][C:22]([C:25]4[CH:30]=[C:29]([O:31][CH3:32])[CH:28]=[CH:27][C:26]=4[F:33])=[C:21]([CH2:34][C:35]([CH3:38])([CH3:37])[CH3:36])[N:20]=3)[CH:12]=2)[CH2:5][C:6]([OH:8])=[O:7])[CH2:2][CH2:3]1.